This data is from Full USPTO retrosynthesis dataset with 1.9M reactions from patents (1976-2016). The task is: Predict the reactants needed to synthesize the given product. (1) Given the product [Cl:16][C:13]1[CH:12]=[CH:11][N:10]=[C:9]([C:7]2[CH:30]=[C:5]([OH:15])[CH:4]=[C:3]([CH2:2][N:27]([CH2:26][C:21]3[C:20]([CH3:29])=[C:19]([O:18][CH3:17])[C:24]([CH3:25])=[CH:23][N:22]=3)[CH3:28])[N:8]=2)[CH:14]=1, predict the reactants needed to synthesize it. The reactants are: Cl[CH2:2][C:3]1[N:8]=[C:7]([C:9]2[CH:14]=[CH:13][CH:12]=[CH:11][N:10]=2)N=[C:5]([OH:15])[CH:4]=1.[ClH:16].[CH3:17][O:18][C:19]1[C:24]([CH3:25])=[CH:23][N:22]=[C:21]([CH2:26][NH:27][CH3:28])[C:20]=1[CH3:29].[CH2:30](N(CC)CC)C. (2) Given the product [Cl:1][CH2:2][CH2:3][CH2:4][C:5]1[CH:6]=[C:7]2[C:12](=[CH:13][CH:14]=1)[N:11]([CH3:20])[CH2:10][C:9]([CH3:17])([CH3:16])[CH2:8]2, predict the reactants needed to synthesize it. The reactants are: [Cl:1][CH2:2][CH2:3][CH2:4][C:5]1[CH:6]=[C:7]2[C:12](=[CH:13][CH:14]=1)[NH:11][C:10](=O)[C:9]([CH3:17])([CH3:16])[CH2:8]2.[H-].[Na+].[CH3:20]I. (3) Given the product [Cl:1][C:2]1[CH:3]=[CH:4][C:5]([CH2:6][N:7]2[C:15]3[C:14](=[O:16])[NH:13][C:12](=[O:26])[N:11]([CH3:27])[C:10]=3[N:9]=[C:8]2[C:28](=[O:40])[C:29]2[CH:34]=[CH:33][CH:32]=[C:31]([O:35][C:36]([F:37])([F:38])[F:39])[CH:30]=2)=[CH:41][CH:42]=1, predict the reactants needed to synthesize it. The reactants are: [Cl:1][C:2]1[CH:42]=[CH:41][C:5]([CH2:6][N:7]2[C:15]3[C:14](=[O:16])[N:13](CC4C=CC(OC)=CC=4)[C:12](=[O:26])[N:11]([CH3:27])[C:10]=3[N:9]=[C:8]2[C:28](=[O:40])[C:29]2[CH:34]=[CH:33][CH:32]=[C:31]([O:35][C:36]([F:39])([F:38])[F:37])[CH:30]=2)=[CH:4][CH:3]=1.C(O)(C(F)(F)F)=O.FC(F)(F)S(O)(=O)=O. (4) Given the product [Cl:1][C:2]1[CH:28]=[CH:27][C:5]([CH2:6][NH:7][C:8]([C:10]2[C:11](=[O:26])[C:12]3[CH:18]=[C:17]([CH2:19][N:20]4[CH2:21][CH2:22][O:23][CH2:24][CH2:25]4)[S:16][C:13]=3[N:14]([CH2:54][C:50]3[CH:49]=[N:48][CH:53]=[CH:52][CH:51]=3)[CH:15]=2)=[O:9])=[CH:4][CH:3]=1, predict the reactants needed to synthesize it. The reactants are: [Cl:1][C:2]1[CH:28]=[CH:27][C:5]([CH2:6][NH:7][C:8]([C:10]2[C:11]([OH:26])=[C:12]3[CH:18]=[C:17]([CH2:19][N:20]4[CH2:25][CH2:24][O:23][CH2:22][CH2:21]4)[S:16][C:13]3=[N:14][CH:15]=2)=[O:9])=[CH:4][CH:3]=1.C1(P(C2C=CC=CC=2)C2C=CC=CC=2)C=CC=CC=1.[N:48]1[CH:53]=[CH:52][CH:51]=[C:50]([CH2:54]O)[CH:49]=1. (5) Given the product [CH3:14][O:13][C:10]1[CH:11]=[CH:12][C:4]2[C:3]([O:15][C:16]3[CH:30]=[CH:29][C:19]([O:20][CH2:21][CH2:22][N:23]4[CH2:24][CH2:25][CH2:26][CH2:27][CH2:28]4)=[CH:18][CH:17]=3)=[CH:2][S:6](=[O:7])(=[O:8])[C:5]=2[CH:9]=1, predict the reactants needed to synthesize it. The reactants are: Br[C:2]1[S:6](=[O:8])(=[O:7])[C:5]2[CH:9]=[C:10]([O:13][CH3:14])[CH:11]=[CH:12][C:4]=2[C:3]=1[O:15][C:16]1[CH:30]=[CH:29][C:19]([O:20][CH2:21][CH2:22][N:23]2[CH2:28][CH2:27][CH2:26][CH2:25][CH2:24]2)=[CH:18][CH:17]=1.CO.[H][H]. (6) Given the product [C:4]([O:3][C:1]([N:8]1[CH2:13][C@@H:12]2[CH2:14][C@H:9]1[CH2:10][N:11]2[C:18]1[C:19]2[N:25]=[C:24]([C:26]3[CH:31]=[CH:30][C:29]([F:32])=[CH:28][CH:27]=3)[CH:23]=[CH:22][C:20]=2[N:21]=[C:16]([NH2:15])[N:17]=1)=[O:2])([CH3:7])([CH3:6])[CH3:5], predict the reactants needed to synthesize it. The reactants are: [C:1]([N:8]1[CH2:13][C@@H:12]2[CH2:14][C@H:9]1[CH2:10][NH:11]2)([O:3][C:4]([CH3:7])([CH3:6])[CH3:5])=[O:2].[NH2:15][C:16]1[NH:17][C:18](=O)[C:19]2[N:25]=[C:24]([C:26]3[CH:31]=[CH:30][C:29]([F:32])=[CH:28][CH:27]=3)[CH:23]=[CH:22][C:20]=2[N:21]=1.